This data is from Reaction yield outcomes from USPTO patents with 853,638 reactions. The task is: Predict the reaction yield, written as a fraction of the theoretical maximum amount of product (1.0 means a 100% yield; for example, 0.34 means a 34% yield). (1) The reactants are [C:1]([C:5]1[CH:10]=[CH:9][C:8]([N+:11]([O-:13])=[O:12])=[CH:7][C:6]=1[S:14](Cl)(=[O:16])=[O:15])([CH3:4])([CH3:3])[CH3:2].[NH4+:18].[OH-]. The catalyst is CCOCC.O. The product is [C:1]([C:5]1[CH:10]=[CH:9][C:8]([N+:11]([O-:13])=[O:12])=[CH:7][C:6]=1[S:14]([NH2:18])(=[O:16])=[O:15])([CH3:4])([CH3:3])[CH3:2]. The yield is 0.340. (2) The product is [CH3:11][O:10][N:9]([CH3:8])[C:1](=[O:6])[CH2:2][CH2:3][CH3:4]. The catalyst is C(Cl)Cl. The yield is 0.880. The reactants are [C:1]([OH:6])(=O)[CH2:2][CH2:3][CH3:4].Cl.[CH3:8][NH:9][O:10][CH3:11].F[P-](F)(F)(F)(F)F.N1(O[P+](N(C)C)(N(C)C)N(C)C)C2C=CC=CC=2N=N1.